Dataset: Catalyst prediction with 721,799 reactions and 888 catalyst types from USPTO. Task: Predict which catalyst facilitates the given reaction. (1) Reactant: [F:1][C@@H:2]1[CH2:6][CH2:5][C@H:4]([N:7]2[CH2:12][CH2:11][N:10](C(OCC3C=CC=CC=3)=O)[CH2:9][C:8]2=[O:23])[CH2:3]1.[ClH:24]. Product: [Cl-:24].[F:1][C@@H:2]1[CH2:6][CH2:5][C@H:4]([N:7]2[CH2:12][CH2:11][NH2+:10][CH2:9][C:8]2=[O:23])[CH2:3]1. The catalyst class is: 19. (2) Reactant: C([SiH](CC)CC)C.[CH3:8][O:9][C:10](=[O:32])[C@@H:11]([O:29][CH2:30][CH3:31])[C@@H:12]([C:14]1[CH:19]=[CH:18][C:17]([O:20][CH2:21][C:22]2[CH:27]=[CH:26][CH:25]=[CH:24][CH:23]=2)=[CH:16][C:15]=1[CH3:28])O. Product: [CH3:8][O:9][C:10](=[O:32])[C@@H:11]([O:29][CH2:30][CH3:31])[CH2:12][C:14]1[CH:19]=[CH:18][C:17]([O:20][CH2:21][C:22]2[CH:27]=[CH:26][CH:25]=[CH:24][CH:23]=2)=[CH:16][C:15]=1[CH3:28]. The catalyst class is: 55.